This data is from Full USPTO retrosynthesis dataset with 1.9M reactions from patents (1976-2016). The task is: Predict the reactants needed to synthesize the given product. Given the product [CH3:8][C:6]1[CH:5]=[CH:4][C:3]2[NH:9][C:10]([CH:12]3[CH2:15][N:14]([C:16]([O:18][C:19]([CH3:22])([CH3:21])[CH3:20])=[O:17])[CH2:13]3)=[N:1][C:2]=2[CH:7]=1, predict the reactants needed to synthesize it. The reactants are: [NH2:1][C:2]1[CH:7]=[C:6]([CH3:8])[CH:5]=[CH:4][C:3]=1[NH:9][C:10]([CH:12]1[CH2:15][N:14]([C:16]([O:18][C:19]([CH3:22])([CH3:21])[CH3:20])=[O:17])[CH2:13]1)=O.NC1C=CC(C)=CC=1NC(C1CN(C(OC(C)(C)C)=O)C1)=O.